Task: Predict the reactants needed to synthesize the given product.. Dataset: Retrosynthesis with 50K atom-mapped reactions and 10 reaction types from USPTO Given the product Cc1ncccc1C(=O)N(C)c1cccnc1Cl, predict the reactants needed to synthesize it. The reactants are: CI.Cc1ncccc1C(=O)Nc1cccnc1Cl.